Dataset: Reaction yield outcomes from USPTO patents with 853,638 reactions. Task: Predict the reaction yield, written as a fraction of the theoretical maximum amount of product (1.0 means a 100% yield; for example, 0.34 means a 34% yield). (1) The reactants are [C:1]([C:3]1[CH:4]=[C:5]([C:13]2[O:17][N:16]=[C:15]([C:18]3[C:19]([CH3:35])=[C:20]4[C:25](=[CH:26][CH:27]=3)[CH2:24][N:23](C(OC(C)(C)C)=O)[CH2:22][CH2:21]4)[N:14]=2)[CH:6]=[CH:7][C:8]=1[O:9][CH:10]([CH3:12])[CH3:11])#[N:2].[ClH:36].O1CCOCC1. The catalyst is C(Cl)Cl.C(OCC)C. The product is [ClH:36].[CH3:12][CH:10]([O:9][C:8]1[CH:7]=[CH:6][C:5]([C:13]2[O:17][N:16]=[C:15]([C:18]3[C:19]([CH3:35])=[C:20]4[C:25](=[CH:26][CH:27]=3)[CH2:24][NH:23][CH2:22][CH2:21]4)[N:14]=2)=[CH:4][C:3]=1[C:1]#[N:2])[CH3:11]. The yield is 0.920. (2) The reactants are Cl[C:2]1[N:7]=[CH:6][C:5]([S:8]([C:11]2[N:15]([C:16]3[CH:21]=[C:20]([F:22])[CH:19]=[CH:18][C:17]=3[CH3:23])[N:14]=[C:13]([CH2:24][N:25]([CH3:33])[C:26](=[O:32])[O:27][C:28]([CH3:31])([CH3:30])[CH3:29])[CH:12]=2)(=[O:10])=[O:9])=[CH:4][CH:3]=1.C(N(CC)CC)C. The catalyst is CO. The product is [F:22][C:20]1[CH:19]=[CH:18][C:17]([CH3:23])=[C:16]([N:15]2[C:11]([S:8]([C:5]3[CH:6]=[N:7][CH:2]=[CH:3][CH:4]=3)(=[O:10])=[O:9])=[CH:12][C:13]([CH2:24][N:25]([CH3:33])[C:26](=[O:32])[O:27][C:28]([CH3:29])([CH3:30])[CH3:31])=[N:14]2)[CH:21]=1. The yield is 0.500.